This data is from Peptide-MHC class I binding affinity with 185,985 pairs from IEDB/IMGT. The task is: Regression. Given a peptide amino acid sequence and an MHC pseudo amino acid sequence, predict their binding affinity value. This is MHC class I binding data. (1) The peptide sequence is IAVSTANIF. The MHC is HLA-B58:01 with pseudo-sequence HLA-B58:01. The binding affinity (normalized) is 0.512. (2) The peptide sequence is TYQFTRALV. The MHC is H-2-Kd with pseudo-sequence H-2-Kd. The binding affinity (normalized) is 0.453. (3) The peptide sequence is TTADHMHML. The MHC is HLA-B38:01 with pseudo-sequence HLA-B38:01. The binding affinity (normalized) is 0.0847.